From a dataset of TCR-epitope binding with 47,182 pairs between 192 epitopes and 23,139 TCRs. Binary Classification. Given a T-cell receptor sequence (or CDR3 region) and an epitope sequence, predict whether binding occurs between them. (1) The epitope is ALLADKFPV. The TCR CDR3 sequence is CSVEGYSATYNEQFF. Result: 0 (the TCR does not bind to the epitope). (2) Result: 0 (the TCR does not bind to the epitope). The epitope is KPLEFGATSAAL. The TCR CDR3 sequence is CASSLAPGATNEKLFF. (3) The epitope is GTITSGWTF. The TCR CDR3 sequence is CASSEQGFAFF. Result: 0 (the TCR does not bind to the epitope). (4) The epitope is TPRVTGGGAM. The TCR CDR3 sequence is CASSLGSSGTRQYF. Result: 1 (the TCR binds to the epitope). (5) The epitope is HPKVSSEVHI. The TCR CDR3 sequence is CASSLGPTVPGNAIYF. Result: 1 (the TCR binds to the epitope). (6) The epitope is ISPRTLNAW. The TCR CDR3 sequence is CASSLRTGGQETQYF. Result: 0 (the TCR does not bind to the epitope). (7) The epitope is ALSKGVHFV. The TCR CDR3 sequence is CASSEGSSGSDRETQYF. Result: 1 (the TCR binds to the epitope). (8) The TCR CDR3 sequence is CASSWSGSSYEQYF. Result: 1 (the TCR binds to the epitope). The epitope is VVYRGTTTY.